Dataset: Catalyst prediction with 721,799 reactions and 888 catalyst types from USPTO. Task: Predict which catalyst facilitates the given reaction. (1) Reactant: [CH3:1][O:2][C:3]1[C:8]([C:9]#[N:10])=[CH:7][N:6]=[C:5]([N:11]2[CH2:14][C:13]3([CH2:19][CH2:18][NH:17][CH2:16][CH2:15]3)[CH2:12]2)[CH:4]=1.[CH3:20][C:21]1[C:29]([C@@H:30]2[CH2:32][O:31]2)=[CH:28][CH:27]=[C:26]2[C:22]=1[CH2:23][O:24][C:25]2=[O:33].CCN(C(C)C)C(C)C. Product: [OH:31][C@H:30]([C:29]1[C:21]([CH3:20])=[C:22]2[C:26](=[CH:27][CH:28]=1)[C:25](=[O:33])[O:24][CH2:23]2)[CH2:32][N:17]1[CH2:18][CH2:19][C:13]2([CH2:14][N:11]([C:5]3[CH:4]=[C:3]([O:2][CH3:1])[C:8]([C:9]#[N:10])=[CH:7][N:6]=3)[CH2:12]2)[CH2:15][CH2:16]1. The catalyst class is: 14. (2) Reactant: [I:1][C:2]1[C:3]([S:11][C:12]2[NH:13][C:14]3[C:19]([N:20]=2)=[C:18]([NH2:21])[N:17]=[CH:16][N:15]=3)=[CH:4][C:5]2[O:9][CH2:8][O:7][C:6]=2[CH:10]=1.Br[CH2:23][CH2:24][NH:25][S:26]([C:28]([CH3:31])([CH3:30])[CH3:29])=[O:27].C([O-])([O-])=O.[Cs+].[Cs+]. Product: [NH2:21][C:18]1[N:17]=[CH:16][N:15]=[C:14]2[C:19]=1[N:20]=[C:12]([S:11][C:3]1[C:2]([I:1])=[CH:10][C:6]3[O:7][CH2:8][O:9][C:5]=3[CH:4]=1)[N:13]2[CH2:23][CH2:24][NH:25][S:26]([C:28]([CH3:31])([CH3:30])[CH3:29])=[O:27]. The catalyst class is: 3. (3) Reactant: NC1C=C([C:8]2[N:9]=[C:10]3[C:16]([C:17]([NH:19][C:20]([CH3:23])([CH3:22])[CH3:21])=[O:18])=[CH:15][N:14]([CH2:24][O:25][CH2:26][CH2:27][Si:28]([CH3:31])([CH3:30])[CH3:29])[C:11]3=[N:12][CH:13]=2)C=CC=1.BrCC=CC(O)=O.C(P1(=O)OP(CCC)(=O)OP(CCC)(=O)O1)CC.C(OCC)(=O)C.CCN(C(C)C)C(C)C. Product: [C:20]([NH:19][C:17]([C:16]1[C:10]2[C:11](=[N:12][CH:13]=[CH:8][N:9]=2)[N:14]([CH2:24][O:25][CH2:26][CH2:27][Si:28]([CH3:31])([CH3:30])[CH3:29])[CH:15]=1)=[O:18])([CH3:23])([CH3:22])[CH3:21]. The catalyst class is: 34. (4) Reactant: [C:1]([O:5][C:6]([NH:8][C@:9]([CH3:36])([CH2:15][CH2:16][CH2:17][C:18]1[CH:23]=[CH:22][C:21]([O:24][C:25]2[CH:30]=[CH:29][CH:28]=[C:27]([C:31]([F:34])([F:33])[F:32])[CH:26]=2)=[CH:20][C:19]=1[Cl:35])[C:10](OCC)=[O:11])=[O:7])([CH3:4])([CH3:3])[CH3:2].[BH4-].[Li+].C(O)C.C(O)(=O)CC(CC(O)=O)(C(O)=O)O. Product: [C:1]([O:5][C:6]([NH:8][C@:9]([CH3:36])([CH2:15][CH2:16][CH2:17][C:18]1[CH:23]=[CH:22][C:21]([O:24][C:25]2[CH:30]=[CH:29][CH:28]=[C:27]([C:31]([F:32])([F:33])[F:34])[CH:26]=2)=[CH:20][C:19]=1[Cl:35])[CH2:10][OH:11])=[O:7])([CH3:4])([CH3:2])[CH3:3]. The catalyst class is: 1. (5) Reactant: [Br:1][C:2]1[C:3]([CH2:26][N:27]2[CH2:32][CH2:31][O:30][CH2:29][CH2:28]2)=[CH:4][C:5]([O:18][CH2:19][C:20]2[CH:25]=[CH:24][CH:23]=[CH:22][CH:21]=2)=[C:6]([CH:17]=1)[C:7]([O:9]CC1C=CC=CC=1)=[O:8].[OH-].[Li+].O. Product: [Br:1][C:2]1[C:3]([CH2:26][N:27]2[CH2:28][CH2:29][O:30][CH2:31][CH2:32]2)=[CH:4][C:5]([O:18][CH2:19][C:20]2[CH:21]=[CH:22][CH:23]=[CH:24][CH:25]=2)=[C:6]([CH:17]=1)[C:7]([OH:9])=[O:8]. The catalyst class is: 7. (6) Reactant: C([N:4]1[CH2:9][CH2:8][N:7]([C:10]2[N:15]=[C:14]([O:16][CH2:17][CH3:18])[CH:13]=[C:12]([O:19][CH2:20][CH3:21])[N:11]=2)[CH2:6][CH2:5]1)(=O)C.[OH-].[Na+].O. Product: [CH2:17]([O:16][C:14]1[CH:13]=[C:12]([O:19][CH2:20][CH3:21])[N:11]=[C:10]([N:7]2[CH2:8][CH2:9][NH:4][CH2:5][CH2:6]2)[N:15]=1)[CH3:18]. The catalyst class is: 8. (7) Reactant: [Br:1][C:2]1[CH:9]=[CH:8][C:5]([CH:6]=[O:7])=[CH:4][C:3]=1[CH3:10].[C-]#N.[Na+].[C:14](#[N:17])[CH:15]=[CH2:16]. Product: [Br:1][C:2]1[CH:9]=[CH:8][C:5]([C:6](=[O:7])[CH2:16][CH2:15][C:14]#[N:17])=[CH:4][C:3]=1[CH3:10]. The catalyst class is: 3. (8) Product: [N+:11]([C:5]1[CH:4]=[CH:3][C:2]([O:20][C:14]2[CH:19]=[CH:18][CH:17]=[CH:16][CH:15]=2)=[CH:10][C:6]=1[C:7]([OH:9])=[O:8])([O-:13])=[O:12]. The catalyst class is: 3. Reactant: F[C:2]1[CH:3]=[CH:4][C:5]([N+:11]([O-:13])=[O:12])=[C:6]([CH:10]=1)[C:7]([OH:9])=[O:8].[C:14]1([OH:20])[CH:19]=[CH:18][CH:17]=[CH:16][CH:15]=1.C([O-])([O-])=O.[K+].[K+]. (9) Reactant: [OH:1][N:2]=[C:3]([C:6]1[CH:11]=[CH:10][C:9]([NH:12][C:13](=[O:15])[CH3:14])=[CH:8][CH:7]=1)[CH2:4][CH3:5].C(=O)([O-])[O-].[Cs+].[Cs+].[F:22][C:23]([F:33])([F:32])[C:24]1[CH:31]=[CH:30][C:27]([CH2:28]Br)=[CH:26][CH:25]=1. Product: [F:22][C:23]([F:32])([F:33])[C:24]1[CH:31]=[CH:30][C:27]([CH2:28][O:1][N:2]=[C:3]([C:6]2[CH:11]=[CH:10][C:9]([NH:12][C:13](=[O:15])[CH3:14])=[CH:8][CH:7]=2)[CH2:4][CH3:5])=[CH:26][CH:25]=1. The catalyst class is: 3.